Predict the reaction yield, written as a fraction of the theoretical maximum amount of product (1.0 means a 100% yield; for example, 0.34 means a 34% yield). From a dataset of Reaction yield outcomes from USPTO patents with 853,638 reactions. (1) The reactants are Cl[C:2]1[N:10]=[C:9]2[C:5]([N:6]=[C:7]([CH2:12][CH2:13][N:14]3[CH2:19][CH2:18][N:17]([CH:20]4[CH2:25][CH2:24][O:23][CH2:22][CH2:21]4)[CH2:16][CH2:15]3)[N:8]2[CH3:11])=[C:4]([N:26]2[CH2:31][CH2:30][O:29][CH2:28][CH2:27]2)[N:3]=1.[CH2:32]([C:34]1[NH:35][C:36]2[CH:42]=[CH:41][CH:40]=[CH:39][C:37]=2[N:38]=1)[CH3:33].CC(C1C=C(C(C)C)C(C2C=CC=CC=2P(C2CCCCC2)C2CCCCC2)=C(C(C)C)C=1)C.C([O-])([O-])=O.[Cs+].[Cs+]. The catalyst is O1CCOCC1.C1C=CC(/C=C/C(/C=C/C2C=CC=CC=2)=O)=CC=1.C1C=CC(/C=C/C(/C=C/C2C=CC=CC=2)=O)=CC=1.C1C=CC(/C=C/C(/C=C/C2C=CC=CC=2)=O)=CC=1.[Pd].[Pd]. The product is [CH2:32]([C:34]1[N:35]([C:2]2[N:10]=[C:9]3[C:5]([N:6]=[C:7]([CH2:12][CH2:13][N:14]4[CH2:19][CH2:18][N:17]([CH:20]5[CH2:21][CH2:22][O:23][CH2:24][CH2:25]5)[CH2:16][CH2:15]4)[N:8]3[CH3:11])=[C:4]([N:26]3[CH2:31][CH2:30][O:29][CH2:28][CH2:27]3)[N:3]=2)[C:36]2[CH:42]=[CH:41][CH:40]=[CH:39][C:37]=2[N:38]=1)[CH3:33]. The yield is 0.700. (2) The catalyst is CN(C=O)C. The yield is 0.790. The reactants are [CH3:1][C:2]1[N:7]=[C:6]2[S:8][C:9]3[CH:15]=[CH:14][CH:13]=[CH:12][CH2:11][C:10]=3[C:5]2=[C:4]([C:16]2[CH:21]=[CH:20][C:19]([CH3:22])=[CH:18][CH:17]=2)[C:3]=1[CH2:23][C:24]([O:26][CH3:27])=[O:25].[Li+].C[Si]([N-][Si](C)(C)C)(C)C.[CH2:38]1[CH2:42]OC[CH2:39]1.ICCC. The product is [CH3:1][C:2]1[N:7]=[C:6]2[S:8][C:9]3[CH:15]=[CH:14][CH:13]=[CH:12][CH2:11][C:10]=3[C:5]2=[C:4]([C:16]2[CH:17]=[CH:18][C:19]([CH3:22])=[CH:20][CH:21]=2)[C:3]=1[CH:23]([CH2:39][CH2:38][CH3:42])[C:24]([O:26][CH3:27])=[O:25].